The task is: Regression. Given a peptide amino acid sequence and an MHC pseudo amino acid sequence, predict their binding affinity value. This is MHC class II binding data.. This data is from Peptide-MHC class II binding affinity with 134,281 pairs from IEDB. (1) The peptide sequence is TDATSILGIGTVLDQAETAG. The MHC is DRB1_0101 with pseudo-sequence DRB1_0101. The binding affinity (normalized) is 0.585. (2) The peptide sequence is TDDNEEPIAPYHFDL. The MHC is DRB1_0301 with pseudo-sequence DRB1_0301. The binding affinity (normalized) is 0.0487. (3) The binding affinity (normalized) is 0.571. The peptide sequence is AGTNYNKTVASLMNA. The MHC is DRB3_0202 with pseudo-sequence DRB3_0202. (4) The peptide sequence is IRQAGVQYS. The MHC is DRB1_0401 with pseudo-sequence DRB1_0401. The binding affinity (normalized) is 0.296. (5) The peptide sequence is AFVLDGDNLFPKV. The MHC is DRB3_0101 with pseudo-sequence DRB3_0101. The binding affinity (normalized) is 0.946. (6) The peptide sequence is GVFHELPSLCRVNNS. The MHC is DRB5_0101 with pseudo-sequence DRB5_0101. The binding affinity (normalized) is 1.00.